Dataset: Peptide-MHC class I binding affinity with 185,985 pairs from IEDB/IMGT. Task: Regression. Given a peptide amino acid sequence and an MHC pseudo amino acid sequence, predict their binding affinity value. This is MHC class I binding data. (1) The peptide sequence is LANETTQAL. The binding affinity (normalized) is 0.0847. The MHC is HLA-A24:03 with pseudo-sequence HLA-A24:03. (2) The peptide sequence is RFVEELLHR. The MHC is HLA-A33:01 with pseudo-sequence HLA-A33:01. The binding affinity (normalized) is 0.396. (3) The peptide sequence is DYNFVKQLF. The MHC is Patr-A0901 with pseudo-sequence Patr-A0901. The binding affinity (normalized) is 0. (4) The peptide sequence is ELNLSKFMM. The MHC is HLA-A02:01 with pseudo-sequence HLA-A02:01. The binding affinity (normalized) is 0.182. (5) The peptide sequence is YTVKYSNL. The MHC is H-2-Kb with pseudo-sequence H-2-Kb. The binding affinity (normalized) is 0.734. (6) The peptide sequence is QMLNCVGDHQA. The MHC is Mamu-B01 with pseudo-sequence Mamu-B01. The binding affinity (normalized) is 0. (7) The peptide sequence is YTKIVTNIL. The MHC is HLA-B18:01 with pseudo-sequence HLA-B18:01. The binding affinity (normalized) is 0.213. (8) The peptide sequence is QAFTFSPTYK. The MHC is HLA-A02:01 with pseudo-sequence HLA-A02:01. The binding affinity (normalized) is 0.213. (9) The MHC is HLA-B54:01 with pseudo-sequence HLA-B54:01. The binding affinity (normalized) is 0.0134. The peptide sequence is QPQEQVPL. (10) The peptide sequence is RVEESRARL. The MHC is HLA-B35:01 with pseudo-sequence HLA-B35:01. The binding affinity (normalized) is 0.0847.